Dataset: Catalyst prediction with 721,799 reactions and 888 catalyst types from USPTO. Task: Predict which catalyst facilitates the given reaction. (1) Reactant: [C:1]([O-:4])(=O)[CH3:2].[Na+].[N+:6]([C:9]1[CH:18]=[C:17]2[C:12]([CH2:13][CH2:14][C:15](=O)[CH2:16]2)=[CH:11][CH:10]=1)([O-:8])=[O:7].BrBr.[NH2:22][C:23]([NH2:25])=[S:24].C(OC(=O)C)(=O)C. Product: [N+:6]([C:9]1[CH:18]=[C:17]2[C:12]([CH2:13][CH2:14][C:15]3[NH:22][C:23]([NH:25][C:1](=[O:4])[CH3:2])=[SH:24][C:16]=32)=[CH:11][CH:10]=1)([O-:8])=[O:7]. The catalyst class is: 15. (2) Reactant: [Si:1]([O:8][C:9]1[CH:25]=[CH:24][C:12]([CH2:13][C:14]2[C:15]([O:17][C:18](=O)C=2C(C)C)=[O:16])=[CH:11][CH:10]=1)([C:4]([CH3:7])([CH3:6])[CH3:5])([CH3:3])[CH3:2].C[Si](C=[N+]=[N-])(C)C.[CH3:33][CH2:34][CH2:35]CCC.CCCCCC.[C:45]([O:48][CH2:49]C)(=[O:47])[CH3:46]. Product: [Si:1]([O:8][C:9]1[CH:10]=[CH:11][C:12]([CH2:13]/[C:14](=[C:46](\[CH:34]([CH3:35])[CH3:33])/[C:45]([O:48][CH3:49])=[O:47])/[C:15]([O:17][CH3:18])=[O:16])=[CH:24][CH:25]=1)([C:4]([CH3:5])([CH3:6])[CH3:7])([CH3:3])[CH3:2]. The catalyst class is: 5. (3) Product: [Cl:1][C:2]1[CH:3]=[C:4]([CH2:14][N:15]2[C:19]([CH3:20])=[CH:18][C:17]([C:21]([NH:31][N:32]3[CH2:37][CH2:36][O:35][CH2:34][CH2:33]3)=[O:22])=[N:16]2)[C:5]2[O:9][C:8]([CH:10]3[CH2:12][CH2:11]3)=[CH:7][C:6]=2[CH:13]=1. Reactant: [Cl:1][C:2]1[CH:3]=[C:4]([CH2:14][N:15]2[C:19]([CH3:20])=[CH:18][C:17]([C:21](Cl)=[O:22])=[N:16]2)[C:5]2[O:9][C:8]([CH:10]3[CH2:12][CH2:11]3)=[CH:7][C:6]=2[CH:13]=1.CCN(CC)CC.[NH2:31][N:32]1[CH2:37][CH2:36][O:35][CH2:34][CH2:33]1. The catalyst class is: 2. (4) Reactant: [Br:1][C:2]1[CH:7]=[CH:6][C:5]([OH:8])=[CH:4][N:3]=1.Br[CH:10]1[CH2:13][CH2:12][CH2:11]1.C(=O)([O-])[O-].[K+].[K+]. Product: [Br:1][C:2]1[CH:7]=[CH:6][C:5]([O:8][CH:10]2[CH2:13][CH2:12][CH2:11]2)=[CH:4][N:3]=1. The catalyst class is: 31. (5) Reactant: [Cl:1][C:2]1[CH:7]=[CH:6][CH:5]=[C:4]([Cl:8])[C:3]=1[NH:9][C:10]([NH:12][C:13]1[CH:17]=[C:16]([C:18]2[CH:23]=[CH:22][N:21]=[CH:20][CH:19]=2)[S:15][C:14]=1[C:24](O)=[O:25])=[O:11].CN(C(ON1N=NC2C=CC=NC1=2)=[N+](C)C)C.F[P-](F)(F)(F)(F)F.CCN(C(C)C)C(C)C.Cl.[NH2:61][C@@H:62]([CH:67]1[CH2:72][CH2:71][CH2:70][CH2:69][CH2:68]1)[C:63]([O:65][CH3:66])=[O:64]. Product: [CH:67]1([C@H:62]([NH:61][C:24]([C:14]2[S:15][C:16]([C:18]3[CH:23]=[CH:22][N:21]=[CH:20][CH:19]=3)=[CH:17][C:13]=2[NH:12][C:10]([NH:9][C:3]2[C:2]([Cl:1])=[CH:7][CH:6]=[CH:5][C:4]=2[Cl:8])=[O:11])=[O:25])[C:63]([O:65][CH3:66])=[O:64])[CH2:72][CH2:71][CH2:70][CH2:69][CH2:68]1. The catalyst class is: 3. (6) Product: [Cl:7][C:8]1[CH:13]=[CH:12][C:11]([NH:6][CH2:5][CH:3]2[CH2:4][O:1][CH2:2]2)=[C:10]([N+:15]([O-:17])=[O:16])[CH:9]=1. The catalyst class is: 7. Reactant: [O:1]1[CH2:4][CH:3]([CH2:5][NH2:6])[CH2:2]1.[Cl:7][C:8]1[CH:13]=[CH:12][C:11](F)=[C:10]([N+:15]([O-:17])=[O:16])[CH:9]=1.C(N(C(C)C)C(C)C)C. (7) Reactant: [OH:1][CH2:2][CH2:3][CH2:4][CH2:5][N:6]1[C:11]2[CH:12]=[C:13]([C:17]([N:19]([CH:33]([CH3:35])[CH3:34])[C@@H:20]3[CH2:25][CH2:24][CH2:23][N:22]([C:26]([O:28][C:29]([CH3:32])([CH3:31])[CH3:30])=[O:27])[CH2:21]3)=[O:18])[C:14]([CH3:16])=[CH:15][C:10]=2[O:9][C:8]([CH3:37])([CH3:36])[C:7]1=[O:38].[H-].[Na+].CN(C)C=O.Br[CH:47]1[CH2:49][CH2:48]1. Product: [CH:47]1([O:1][CH2:2][CH2:3][CH2:4][CH2:5][N:6]2[C:11]3[CH:12]=[C:13]([C:17]([N:19]([CH:33]([CH3:34])[CH3:35])[C@@H:20]4[CH2:25][CH2:24][CH2:23][N:22]([C:26]([O:28][C:29]([CH3:30])([CH3:31])[CH3:32])=[O:27])[CH2:21]4)=[O:18])[C:14]([CH3:16])=[CH:15][C:10]=3[O:9][C:8]([CH3:36])([CH3:37])[C:7]2=[O:38])[CH2:49][CH2:48]1. The catalyst class is: 6.